From a dataset of Reaction yield outcomes from USPTO patents with 853,638 reactions. Predict the reaction yield, written as a fraction of the theoretical maximum amount of product (1.0 means a 100% yield; for example, 0.34 means a 34% yield). The reactants are [CH3:1][C:2]1[CH:6]=[C:5]([C:7]([O:9][CH2:10][CH3:11])=[O:8])[NH:4][N:3]=1.Cl[C:13]1[N:18]=[CH:17][C:16]([S:19]([NH2:22])(=[O:21])=[O:20])=[CH:15][CH:14]=1.CC(C)([O-])C.[K+]. The catalyst is CS(C)=O. The product is [NH2:22][S:19]([C:16]1[CH:15]=[CH:14][C:13]([N:3]2[C:2]([CH3:1])=[CH:6][C:5]([C:7]([O:9][CH2:10][CH3:11])=[O:8])=[N:4]2)=[N:18][CH:17]=1)(=[O:21])=[O:20]. The yield is 0.750.